From a dataset of Full USPTO retrosynthesis dataset with 1.9M reactions from patents (1976-2016). Predict the reactants needed to synthesize the given product. (1) The reactants are: [OH:1][C:2]([C:4]([F:7])([F:6])[F:5])=[O:3].C([N:15]1[CH2:24][CH2:23][C:22]2[C:17](=[N:18][C:19]([N:29]3[CH2:34][CH2:33][CH:32]([CH:35]([C:37]4[CH:42]=[CH:41][C:40]([F:43])=[CH:39][C:38]=4[F:44])[F:36])[CH2:31][CH2:30]3)=[C:20]([NH:25][CH:26]3[CH2:28][CH2:27]3)[N:21]=2)[CH2:16]1)C1C=CC=CC=1. Given the product [CH:26]1([NH:25][C:20]2[N:21]=[C:22]3[CH2:23][CH2:24][NH:15][CH2:16][C:17]3=[N:18][C:19]=2[N:29]2[CH2:34][CH2:33][CH:32]([CH:35]([C:37]3[CH:42]=[CH:41][C:40]([F:43])=[CH:39][C:38]=3[F:44])[F:36])[CH2:31][CH2:30]2)[CH2:27][CH2:28]1.[C:2]([OH:3])([C:4]([F:7])([F:6])[F:5])=[O:1], predict the reactants needed to synthesize it. (2) Given the product [Cl:13][C:9]1[N:8]=[CH:7][N:6]=[C:5]2[NH:1][N:2]=[CH:3][C:4]=12, predict the reactants needed to synthesize it. The reactants are: [NH:1]1[C:5]2=[N:6][CH:7]=[N:8][C:9](O)=[C:4]2[CH:3]=[N:2]1.P(Cl)(Cl)([Cl:13])=O.CN(C)C1C=CC=CC=1. (3) Given the product [C:23]1([C:19](=[CH:13][C:18]2[CH:29]=[CH:14][CH:15]=[CH:16][CH:17]=2)[CH:20]=[C:9]2[S:8][C:7]([N:1]3[CH2:2][CH2:3][O:4][CH2:5][CH2:6]3)=[N:11][C:10]2=[O:12])[CH:24]=[CH:25][CH:26]=[CH:27][CH:28]=1, predict the reactants needed to synthesize it. The reactants are: [N:1]1([C:7]2[S:8][CH2:9][C:10](=[O:12])[N:11]=2)[CH2:6][CH2:5][O:4][CH2:3][CH2:2]1.[C:13]1([C:19]([C:23]2[CH:28]=[CH:27][CH:26]=[CH:25][CH:24]=2)=[CH:20]C=O)[CH:18]=[CH:17][CH:16]=[CH:15][CH:14]=1.[CH2:29](N(CC)CC)C. (4) Given the product [CH3:11][S:8]([C:5]1[CH:6]=[CH:7][C:2]([O:23][C:20]2[CH:21]=[CH:22][C:17]([O:16][C:15]([F:14])([F:24])[F:25])=[CH:18][CH:19]=2)=[CH:3][CH:4]=1)(=[O:10])=[O:9], predict the reactants needed to synthesize it. The reactants are: F[C:2]1[CH:7]=[CH:6][C:5]([S:8]([CH3:11])(=[O:10])=[O:9])=[CH:4][CH:3]=1.[OH-].[K+].[F:14][C:15]([F:25])([F:24])[O:16][C:17]1[CH:22]=[CH:21][C:20]([OH:23])=[CH:19][CH:18]=1.OP(O)(O)=O. (5) Given the product [O:24]1[CH2:29][CH2:28][CH2:27][CH2:26][CH:25]1[O:30][CH2:31][CH2:32][N:33]1[CH:37]=[C:36]([C:2]2[CH:7]=[CH:6][C:5]([N:8]3[C:12]4[N:13]=[C:14]([NH:17][C@H:18]5[CH2:22][CH2:21][C@H:20]([OH:23])[CH2:19]5)[N:15]=[CH:16][C:11]=4[N:10]=[N:9]3)=[CH:4][CH:3]=2)[CH:35]=[N:34]1, predict the reactants needed to synthesize it. The reactants are: Br[C:2]1[CH:7]=[CH:6][C:5]([N:8]2[C:12]3[N:13]=[C:14]([NH:17][C@H:18]4[CH2:22][CH2:21][C@H:20]([OH:23])[CH2:19]4)[N:15]=[CH:16][C:11]=3[N:10]=[N:9]2)=[CH:4][CH:3]=1.[O:24]1[CH2:29][CH2:28][CH2:27][CH2:26][CH:25]1[O:30][CH2:31][CH2:32][N:33]1[CH:37]=[C:36](B2OC(C)(C)C(C)(C)O2)[CH:35]=[N:34]1.C(=O)([O-])[O-].[K+].[K+]. (6) Given the product [CH2:1]([O:3][C@@H:4]([CH2:10][C:11]1[CH:12]=[CH:13][C:14]([OH:17])=[CH:15][CH:16]=1)[C:5]([OH:7])=[O:6])[CH3:2].[CH2:1]([O:3][C@H:4]([CH2:10][C:11]1[CH:12]=[CH:13][C:14]([OH:17])=[CH:15][CH:16]=1)[C:5]([O:7][CH2:8][CH3:9])=[O:6])[CH3:2], predict the reactants needed to synthesize it. The reactants are: [CH2:1]([O:3][CH:4]([CH2:10][C:11]1[CH:16]=[CH:15][C:14]([OH:17])=[CH:13][CH:12]=1)[C:5]([O:7][CH2:8][CH3:9])=[O:6])[CH3:2]. (7) Given the product [Br:1][C:2]1[CH:3]=[C:4]([O:22][C:23]2[CH:28]=[CH:27][CH:26]=[CH:25][CH:24]=2)[C:5]([NH:8][C:9]2[S:10][CH:11]=[C:12]([CH2:14][C:15]([O:20][CH3:21])([CH3:19])[C:16]([N:30]3[CH2:35][CH2:34][CH2:32][CH2:31]3)=[O:17])[N:13]=2)=[N:6][CH:7]=1, predict the reactants needed to synthesize it. The reactants are: [Br:1][C:2]1[CH:3]=[C:4]([O:22][C:23]2[CH:28]=[CH:27][CH:26]=[CH:25][CH:24]=2)[C:5]([NH:8][C:9]2[S:10][CH:11]=[C:12]([CH2:14][C:15]([O:20][CH3:21])([CH3:19])[C:16](O)=[O:17])[N:13]=2)=[N:6][CH:7]=1.C[N:30]1[CH2:35][CH2:34]O[CH2:32][CH2:31]1.ON1C2C=CC=CC=2N=N1.CCN=C=NCCCN(C)C.N1CCCC1. (8) Given the product [Br:13][C:9]1[C:8]([CH3:14])=[C:7]([N:6]2[C:4](=[O:5])[C:3]3[C:2](=[C:18]([F:19])[CH:17]=[C:16]([F:20])[CH:15]=3)[NH:1][C:22]2=[O:24])[CH:12]=[CH:11][CH:10]=1, predict the reactants needed to synthesize it. The reactants are: [NH2:1][C:2]1[C:18]([F:19])=[CH:17][C:16]([F:20])=[CH:15][C:3]=1[C:4]([NH:6][C:7]1[CH:12]=[CH:11][CH:10]=[C:9]([Br:13])[C:8]=1[CH3:14])=[O:5].Cl[C:22](Cl)([O:24]C(=O)OC(Cl)(Cl)Cl)Cl.C([O-])(O)=O.[Na+].